Dataset: Peptide-MHC class I binding affinity with 185,985 pairs from IEDB/IMGT. Task: Regression. Given a peptide amino acid sequence and an MHC pseudo amino acid sequence, predict their binding affinity value. This is MHC class I binding data. The peptide sequence is FILLLCLIFL. The MHC is HLA-A31:01 with pseudo-sequence HLA-A31:01. The binding affinity (normalized) is 0.398.